From a dataset of CYP3A4 substrate classification data from Carbon-Mangels et al.. Regression/Classification. Given a drug SMILES string, predict its absorption, distribution, metabolism, or excretion properties. Task type varies by dataset: regression for continuous measurements (e.g., permeability, clearance, half-life) or binary classification for categorical outcomes (e.g., BBB penetration, CYP inhibition). Dataset: cyp3a4_substrate_carbonmangels. (1) The result is 1 (substrate). The molecule is CC(C)c1cccc(C(C)C)c1O. (2) The molecule is CNC[C@H](O)c1ccc(O)c(O)c1. The result is 0 (non-substrate). (3) The drug is N=C(N)N/N=C\c1c(Cl)cccc1Cl. The result is 0 (non-substrate). (4) The drug is CNC(=O)O/N=C(\C)SC. The result is 0 (non-substrate). (5) The compound is C[C@]12C[C@H](O)[C@H]3[C@@H](CCC4=CC(=O)C=C[C@@]43C)[C@@H]1CC[C@]2(O)C(=O)CO. The result is 1 (substrate). (6) The compound is CCN(CC)C(=O)N1CCN(C)CC1. The result is 0 (non-substrate). (7) The result is 1 (substrate). The molecule is O=C1CCc2ccc(OCCCCN3CCN(c4cccc(Cl)c4Cl)CC3)cc2N1. (8) The molecule is O=C(OC1C[C@@H]2CC3C[C@H](C1)N2CC3=O)c1c[nH]c2ccccc12. The result is 1 (substrate).